From a dataset of Full USPTO retrosynthesis dataset with 1.9M reactions from patents (1976-2016). Predict the reactants needed to synthesize the given product. (1) Given the product [ClH:23].[Br:19][C:20]1[CH:27]=[CH:26][CH:25]=[CH:24][C:21]=1[CH2:22][S:18][C:9]1[NH:8][C@H:7]([C:1]2[CH:2]=[CH:3][CH:4]=[CH:5][CH:6]=2)[C@H:11]([C:12]2[CH:13]=[CH:14][CH:15]=[CH:16][CH:17]=2)[N:10]=1, predict the reactants needed to synthesize it. The reactants are: [C:1]1([C@H:7]2[C@@H:11]([C:12]3[CH:17]=[CH:16][CH:15]=[CH:14][CH:13]=3)[NH:10][C:9](=[S:18])[NH:8]2)[CH:6]=[CH:5][CH:4]=[CH:3][CH:2]=1.[Br:19][C:20]1[CH:27]=[CH:26][CH:25]=[CH:24][C:21]=1[CH2:22][Cl:23]. (2) Given the product [CH2:1]([C:4]1[CH:23]=[CH:22][CH:21]=[C:20]2[C:5]=1[CH2:6][CH:7]1[CH:8]2[N:9]([C:13]([O:15][C:16]([CH3:18])([CH3:19])[CH3:17])=[O:14])[C:10](=[O:12])/[C:11]/1=[CH:29]\[N:30]([CH3:32])[CH3:31])[CH:2]=[CH2:3], predict the reactants needed to synthesize it. The reactants are: [CH2:1]([C:4]1[CH:23]=[CH:22][CH:21]=[C:20]2[C:5]=1[CH2:6][CH:7]1[CH2:11][C:10](=[O:12])[N:9]([C:13]([O:15][C:16]([CH3:19])([CH3:18])[CH3:17])=[O:14])[CH:8]12)[CH:2]=[CH2:3].C(O[CH:29](N(C)C)[N:30]([CH3:32])[CH3:31])(C)(C)C. (3) Given the product [Cl:27][C:22]1[CH:21]=[C:20]([NH:19][C:5]2[C:4]3[C:9](=[C:10]([CH2:12][CH:13]([OH:16])[CH2:14][OH:15])[CH:11]=[C:2]([NH:1][CH2:36][C:35]4[NH:31][CH:32]=[N:33][CH:34]=4)[CH:3]=3)[N:8]=[CH:7][C:6]=2[C:17]#[N:18])[CH:25]=[CH:24][C:23]=1[F:26], predict the reactants needed to synthesize it. The reactants are: [NH2:1][C:2]1[CH:3]=[C:4]2[C:9](=[C:10]([CH2:12][CH:13]([OH:16])[CH2:14][OH:15])[CH:11]=1)[N:8]=[CH:7][C:6]([C:17]#[N:18])=[C:5]2[NH:19][C:20]1[CH:25]=[CH:24][C:23]([F:26])=[C:22]([Cl:27])[CH:21]=1.C(O)C.[NH:31]1[C:35]([CH:36]=O)=[CH:34][N:33]=[CH:32]1.C(O[BH-](OC(=O)C)OC(=O)C)(=O)C.[Na+].